From a dataset of Catalyst prediction with 721,799 reactions and 888 catalyst types from USPTO. Predict which catalyst facilitates the given reaction. (1) Reactant: [N:1]1[CH:6]=[CH:5][C:4]([C:7]([OH:9])=O)=[CH:3][CH:2]=1.C(N1C=CN=C1)(N1C=CN=C1)=O.[Mg+].[C:23]([O:29][CH2:30][CH3:31])(=[O:28])[CH2:24]C([O-])=O.C(O)(=O)CC(CC(O)=O)(C(O)=O)O. Product: [O:9]=[C:7]([C:4]1[CH:3]=[CH:2][N:1]=[CH:6][CH:5]=1)[CH2:24][C:23]([O:29][CH2:30][CH3:31])=[O:28]. The catalyst class is: 253. (2) Reactant: [Cl:1][C:2]1[CH:3]=[C:4]2[C:8](=[C:9]([NH:11][CH:12]3[CH2:16][CH2:15][CH2:14][CH2:13]3)[CH:10]=1)[NH:7][C:6]([C:17]1[S:18][CH2:19][C@@H:20]([CH2:22][CH2:23]O)[N:21]=1)=[CH:5]2.[CH3:25][S:26]([O-])(=[O:28])=[O:27].[Na+]. Product: [Cl:1][C:2]1[CH:3]=[C:4]2[C:8](=[C:9]([NH:11][CH:12]3[CH2:16][CH2:15][CH2:14][CH2:13]3)[CH:10]=1)[NH:7][C:6]([C:17]1[S:18][CH2:19][C@@H:20]([CH2:22][CH2:23][S:26]([CH3:25])(=[O:28])=[O:27])[N:21]=1)=[CH:5]2. The catalyst class is: 9. (3) Reactant: C1C[O:4]CC1.C(O[C:14]1[CH:15]=[C:16]2[N:26]([C:27]([C:29]3[NH:30][C:31]4[C:36]([CH:37]=3)=[CH:35][C:34]([O:38][CH2:39][CH2:40][N:41]([CH3:43])[CH3:42])=[CH:33][CH:32]=4)=[O:28])[CH2:25][CH:24]([CH2:44][Cl:45])[C:17]2=[C:18]2[C:23]=1[N:22]=[CH:21][CH:20]=[CH:19]2)C1C=CC=CC=1. Product: [Cl:45][CH2:44][CH:24]1[C:17]2=[C:18]3[C:23](=[CH:14][CH:15]=[C:16]2[N:26]([C:27]([C:29]2[N:30]=[C:31]4[C:36]([CH:37]=2)=[CH:35][C:34]([O:38][CH2:39][CH2:40][N:41]([CH3:42])[CH3:43])([OH:4])[CH:33]=[CH:32]4)=[O:28])[CH2:25]1)[N:22]=[CH:21][CH:20]=[CH:19]3. The catalyst class is: 522. (4) The catalyst class is: 12. Reactant: C(OC([NH:8][C@H:9]([C:21]1[CH:26]=[CH:25][CH:24]=[CH:23][CH:22]=1)[C:10]([O:12][C@@H:13]1[CH:18]2[CH2:19][CH2:20][N:15]([CH2:16][CH2:17]2)[CH2:14]1)=[O:11])=O)(C)(C)C.[ClH:27].C(OCC)C. Product: [ClH:27].[ClH:27].[NH2:8][C@H:9]([C:21]1[CH:26]=[CH:25][CH:24]=[CH:23][CH:22]=1)[C:10]([O:12][C@@H:13]1[CH:18]2[CH2:17][CH2:16][N:15]([CH2:20][CH2:19]2)[CH2:14]1)=[O:11]. (5) Reactant: Br[CH2:2][C:3]1[CH:10]=[CH:9][C:8]([Cl:11])=[CH:7][C:4]=1[C:5]#[N:6].[NH:12]1[CH2:17][CH2:16][O:15][CH2:14][CH2:13]1.C(N(CC)CC)C. Product: [Cl:11][C:8]1[CH:9]=[CH:10][C:3]([CH2:2][N:12]2[CH2:17][CH2:16][O:15][CH2:14][CH2:13]2)=[C:4]([CH:7]=1)[C:5]#[N:6]. The catalyst class is: 5. (6) Reactant: [F:1][C:2]([F:14])([F:13])[C:3]([OH:12])([CH2:10][CH3:11])[C:4]#[C:5][Si](C)(C)C.[H-].[Na+].[N+:17]([C:20]1[CH:28]=[CH:27][C:23]([C:24](Cl)=[O:25])=[CH:22][CH:21]=1)([O-:19])=[O:18]. Product: [N+:17]([C:20]1[CH:21]=[CH:22][C:23]([C:24]([O:12][C:3]([CH2:10][CH3:11])([C:2]([F:14])([F:13])[F:1])[C:4]#[CH:5])=[O:25])=[CH:27][CH:28]=1)([O-:19])=[O:18]. The catalyst class is: 3. (7) Reactant: [F:1][C:2]1[CH:19]=[CH:18][C:5]([CH2:6][O:7][C:8]2[CH:14]=[CH:13][C:11]([NH2:12])=[C:10]([N+:15]([O-])=O)[CH:9]=2)=[CH:4][CH:3]=1.FC1C=CC(COC2C=CC([N+]([O-])=O)=C([N+]([O-])=O)C=2)=CC=1. Product: [F:1][C:2]1[CH:19]=[CH:18][C:5]([CH2:6][O:7][C:8]2[CH:9]=[C:10]([NH2:15])[C:11]([NH2:12])=[CH:13][CH:14]=2)=[CH:4][CH:3]=1. The catalyst class is: 94.